This data is from Full USPTO retrosynthesis dataset with 1.9M reactions from patents (1976-2016). The task is: Predict the reactants needed to synthesize the given product. (1) Given the product [S:1]1[C:5]2[CH:6]=[CH:7][CH:8]=[CH:9][C:4]=2[N:3]=[C:2]1[C:10]([N:16]([CH2:15][CH:14]([CH3:38])[CH3:13])[C@H:17]1[CH2:22][C@@H:21]([C:23]([N:25]2[CH2:30][CH2:29][O:28][CH2:27][CH2:26]2)=[O:24])[CH2:20][N:19]([C:31]([O:33][C:34]([CH3:35])([CH3:36])[CH3:37])=[O:32])[CH2:18]1)=[O:12], predict the reactants needed to synthesize it. The reactants are: [S:1]1[C:5]2[CH:6]=[CH:7][CH:8]=[CH:9][C:4]=2[N:3]=[C:2]1[C:10]([OH:12])=O.[CH3:13][CH:14]([CH3:38])[CH2:15][NH:16][C@H:17]1[CH2:22][C@@H:21]([C:23]([N:25]2[CH2:30][CH2:29][O:28][CH2:27][CH2:26]2)=[O:24])[CH2:20][N:19]([C:31]([O:33][C:34]([CH3:37])([CH3:36])[CH3:35])=[O:32])[CH2:18]1.C(N(CC)C(C)C)(C)C.F[P-](F)(F)(F)(F)F.ClC(N(C)C)=[N+](C)C. (2) Given the product [ClH:12].[CH3:8][C:7]([CH3:10])([CH3:9])[C:6](=[O:11])[S:5][CH2:4][CH2:3][NH2:2], predict the reactants needed to synthesize it. The reactants are: Cl.[NH2:2][CH2:3][CH2:4][SH:5].[C:6]([Cl:12])(=[O:11])[C:7]([CH3:10])([CH3:9])[CH3:8]. (3) Given the product [CH3:23][C:19]1([CH3:24])[CH2:18][C:17]2([CH2:25][CH2:26][CH2:27][N:15]([CH:12]3[CH2:11][CH2:10][N:9]([C:7]([C:6]4[C:5]5[CH2:28][CH2:29][CH2:30][CH2:31][C:4]=5[S:3][C:2]=4[NH:1][C:35]([NH:34][CH2:32][CH3:33])=[O:36])=[O:8])[CH2:14][CH2:13]3)[CH2:16]2)[C:21](=[O:22])[O:20]1, predict the reactants needed to synthesize it. The reactants are: [NH2:1][C:2]1[S:3][C:4]2[CH2:31][CH2:30][CH2:29][CH2:28][C:5]=2[C:6]=1[C:7]([N:9]1[CH2:14][CH2:13][CH:12]([N:15]2[CH2:27][CH2:26][CH2:25][C:17]3([C:21](=[O:22])[O:20][C:19]([CH3:24])([CH3:23])[CH2:18]3)[CH2:16]2)[CH2:11][CH2:10]1)=[O:8].[CH2:32]([N:34]=[C:35]=[O:36])[CH3:33].C(OC(C)C)(C)C. (4) Given the product [CH3:1][CH:2]1[CH2:6][C:5]2([CH2:11][CH2:10][NH:9][CH2:8][CH2:7]2)[C:4](=[O:19])[NH:3]1, predict the reactants needed to synthesize it. The reactants are: [CH3:1][CH:2]1[CH2:6][C:5]2([CH2:11][CH2:10][N:9](C(OC(C)(C)C)=O)[CH2:8][CH2:7]2)[C:4](=[O:19])[NH:3]1.FC(F)(F)C(O)=O. (5) Given the product [CH3:18][O:17][C@@H:5]([CH2:6][C:7]1[CH:8]=[CH:9][C:10]([O:13][CH2:14][CH2:15][O:30][C:27]2[CH:28]=[CH:29][C:23]3[S:22][C:21]([CH3:20])=[N:25][C:24]=3[CH:26]=2)=[CH:11][CH:12]=1)[C:4]([OH:3])=[O:19], predict the reactants needed to synthesize it. The reactants are: C([O:3][C:4](=[O:19])[C@@H:5]([O:17][CH3:18])[CH2:6][C:7]1[CH:12]=[CH:11][C:10]([O:13][CH2:14][CH2:15]Br)=[CH:9][CH:8]=1)C.[CH3:20][C:21]1[S:22][C:23]2[CH:29]=[CH:28][C:27]([OH:30])=[CH:26][C:24]=2[N:25]=1.CO[C@@H](CC1C=CC(OCCCOC2C=CC=CC=2)=CC=1)C(O)=O. (6) Given the product [F:16][C:13]1[CH:14]=[CH:15][C:10]([C@H:8]([OH:7])[CH2:9][C@H:5]([CH2:1][CH2:2][CH2:3][CH3:4])[C:6]([OH:17])=[O:18])=[CH:11][CH:12]=1, predict the reactants needed to synthesize it. The reactants are: [CH2:1]([C@H:5]1[CH2:9][C@H:8]([C:10]2[CH:15]=[CH:14][C:13]([F:16])=[CH:12][CH:11]=2)[O:7][C:6]1=[O:17])[CH2:2][CH2:3][CH3:4].[OH-:18].[K+].